This data is from Full USPTO retrosynthesis dataset with 1.9M reactions from patents (1976-2016). The task is: Predict the reactants needed to synthesize the given product. Given the product [Br:1][C:2]1[CH:18]=[CH:17][C:5]([O:6][CH2:7][CH2:8][CH2:9][CH2:10][CH2:11][C:12]([OH:14])=[O:13])=[C:4]([CH2:19][N:20]([CH:34]([CH3:36])[CH3:35])[C:21](=[O:33])[C:22]2[CH:23]=[CH:24][C:25]([C:28]3[O:29][CH:30]=[CH:31][CH:32]=3)=[CH:26][CH:27]=2)[CH:3]=1, predict the reactants needed to synthesize it. The reactants are: [Br:1][C:2]1[CH:18]=[CH:17][C:5]([O:6][CH2:7][CH2:8][CH2:9][CH2:10][CH2:11][C:12]([O:14]CC)=[O:13])=[C:4]([CH2:19][N:20]([CH:34]([CH3:36])[CH3:35])[C:21](=[O:33])[C:22]2[CH:27]=[CH:26][C:25]([C:28]3[O:29][CH:30]=[CH:31][CH:32]=3)=[CH:24][CH:23]=2)[CH:3]=1.O.[OH-].[Li+].Cl.